This data is from Forward reaction prediction with 1.9M reactions from USPTO patents (1976-2016). The task is: Predict the product of the given reaction. (1) The product is: [CH3:29][O:28][C:26](=[O:27])[NH:1][CH2:2][CH2:3][NH:4][C:5]1[N:14]=[C:13]([N:15]([C:17]2[CH:18]=[CH:19][C:20]([O:23][CH3:24])=[CH:21][CH:22]=2)[CH3:16])[C:12]2[C:7](=[CH:8][CH:9]=[CH:10][CH:11]=2)[N:6]=1. Given the reactants [NH2:1][CH2:2][CH2:3][NH:4][C:5]1[N:14]=[C:13]([N:15]([C:17]2[CH:22]=[CH:21][C:20]([O:23][CH3:24])=[CH:19][CH:18]=2)[CH3:16])[C:12]2[C:7](=[CH:8][CH:9]=[CH:10][CH:11]=2)[N:6]=1.Cl[C:26]([O:28][CH3:29])=[O:27].C(N(CC)CC)C, predict the reaction product. (2) The product is: [CH3:17][C@@H:18]1[NH:19][CH2:20][CH2:21][N:22]([C:2]2[CH:7]=[CH:6][C:5]([S:8]([NH:11][C:12]3[S:16][N:15]=[CH:14][N:13]=3)(=[O:10])=[O:9])=[CH:4][CH:3]=2)[CH2:23]1. Given the reactants Br[C:2]1[CH:7]=[CH:6][C:5]([S:8]([NH:11][C:12]2[S:16][N:15]=[CH:14][N:13]=2)(=[O:10])=[O:9])=[CH:4][CH:3]=1.[CH3:17][C@H:18]1[CH2:23][NH:22][CH2:21][CH2:20][NH:19]1.O(C(C)(C)C)[Na], predict the reaction product. (3) Given the reactants Cl[C:2]1[N:7]=[C:6]([C:8]([NH:10][C:11]2[CH:19]=[C:18]([C:20]3[CH:28]=[CH:27][CH:26]=[C:25]4[C:21]=3[CH:22]=[CH:23][NH:24]4)[CH:17]=[C:16]3[C:12]=2[CH:13]=[N:14][NH:15]3)=[O:9])[C:5](F)=[CH:4][CH:3]=1.CS(C)=O.[CH3:34][OH:35], predict the reaction product. The product is: [CH3:8][N:10]([CH3:11])[C:5]1[C:6]([C:8]([NH:10][C:11]2[CH:19]=[C:18]([C:20]3[CH:28]=[CH:27][CH:26]=[C:25]4[C:21]=3[CH:22]=[CH:23][NH:24]4)[CH:17]=[C:16]3[C:12]=2[CH:13]=[N:14][NH:15]3)=[O:9])=[N:7][C:2]([N:7]2[CH2:6][CH2:5][O:35][CH2:34][CH2:2]2)=[CH:3][CH:4]=1. (4) Given the reactants [C:1]1([CH:7]([N:19]2[CH2:24][CH2:23][CH2:22][CH2:21][CH2:20]2)[C:8]([O:10][C@@H:11]2[CH:16]3[CH2:17][CH2:18][N:13]([CH2:14][CH2:15]3)[CH2:12]2)=[O:9])[CH:6]=[CH:5][CH:4]=[CH:3][CH:2]=1.[Cl:25][CH2:26][C:27]1[N:31]=[C:30]([C:32]2[CH:37]=[CH:36][CH:35]=[CH:34][CH:33]=2)[O:29][N:28]=1, predict the reaction product. The product is: [Cl-:25].[C:32]1([C:30]2[O:29][N:28]=[C:27]([CH2:26][N+:13]34[CH2:18][CH2:17][CH:16]([CH2:15][CH2:14]3)[C@@H:11]([O:10][C:8](=[O:9])[CH:7]([C:1]3[CH:6]=[CH:5][CH:4]=[CH:3][CH:2]=3)[N:19]3[CH2:24][CH2:23][CH2:22][CH2:21][CH2:20]3)[CH2:12]4)[N:31]=2)[CH:33]=[CH:34][CH:35]=[CH:36][CH:37]=1. (5) The product is: [N:11]1([C:14]2[N:15]=[N:16][C:17]([C:25]([F:27])([F:26])[F:28])=[C:18]([C:20]3[CH:24]=[CH:23][S:22][CH:21]=3)[CH:19]=2)[CH2:10][CH2:9][NH:8][CH2:13][CH2:12]1. Given the reactants C(OC([N:8]1[CH2:13][CH2:12][N:11]([C:14]2[N:15]=[N:16][C:17]([C:25]([F:28])([F:27])[F:26])=[C:18]([C:20]3[CH:24]=[CH:23][S:22][CH:21]=3)[CH:19]=2)[CH2:10][CH2:9]1)=O)(C)(C)C.C(OC(N1CCN(C2N=NC(C(F)(F)F)=C(C3C=CC(F)=CC=3)C=2)CC1)=O)(C)(C)C, predict the reaction product. (6) Given the reactants [Cl:1][C:2]1[N:3]=[C:4]([C:9]([NH:11][C:12]2[CH:17]=[CH:16][C:15]([C:18]3[S:19][C:20]([C:24]([O:26]CC)=[O:25])=[C:21]([CH3:23])[N:22]=3)=[CH:14][CH:13]=2)=[O:10])[NH:5][C:6]=1[CH2:7][CH3:8].[OH-].[Li+].CO, predict the reaction product. The product is: [Cl:1][C:2]1[N:3]=[C:4]([C:9]([NH:11][C:12]2[CH:17]=[CH:16][C:15]([C:18]3[S:19][C:20]([C:24]([OH:26])=[O:25])=[C:21]([CH3:23])[N:22]=3)=[CH:14][CH:13]=2)=[O:10])[NH:5][C:6]=1[CH2:7][CH3:8].